From a dataset of Reaction yield outcomes from USPTO patents with 853,638 reactions. Predict the reaction yield, written as a fraction of the theoretical maximum amount of product (1.0 means a 100% yield; for example, 0.34 means a 34% yield). The reactants are [CH3:1][O:2][C:3](=[O:18])[CH2:4][C:5]([C:7]1([NH:10][C:11]([O:13][C:14]([CH3:17])([CH3:16])[CH3:15])=[O:12])[CH2:9][CH2:8]1)=[O:6]. The catalyst is CO. The product is [CH3:1][O:2][C:3](=[O:18])[CH2:4][CH:5]([C:7]1([NH:10][C:11]([O:13][C:14]([CH3:16])([CH3:15])[CH3:17])=[O:12])[CH2:9][CH2:8]1)[OH:6]. The yield is 0.410.